Dataset: Acute oral toxicity (LD50) regression data from Zhu et al.. Task: Regression/Classification. Given a drug SMILES string, predict its toxicity properties. Task type varies by dataset: regression for continuous values (e.g., LD50, hERG inhibition percentage) or binary classification for toxic/non-toxic outcomes (e.g., AMES mutagenicity, cardiotoxicity, hepatotoxicity). Dataset: ld50_zhu. (1) The molecule is CC(=O)OC(C)C. The rat oral LD50 is 1.53, given as -log10 of the dose in mol/kg body weight (higher means more acutely toxic). (2) The molecule is CC1(C)C(C=C(Cl)Cl)C1C(=O)OCc1c(F)c(F)c(F)c(F)c1F. The rat oral LD50 is 3.66, given as -log10 of the dose in mol/kg body weight (higher means more acutely toxic).